Dataset: NCI-60 drug combinations with 297,098 pairs across 59 cell lines. Task: Regression. Given two drug SMILES strings and cell line genomic features, predict the synergy score measuring deviation from expected non-interaction effect. (1) Drug 1: C1C(C(OC1N2C=C(C(=O)NC2=O)F)CO)O. Drug 2: C1CN(P(=O)(OC1)NCCCl)CCCl. Cell line: DU-145. Synergy scores: CSS=3.73, Synergy_ZIP=-4.90, Synergy_Bliss=-1.89, Synergy_Loewe=-8.06, Synergy_HSA=-3.48. (2) Drug 1: CC12CCC3C(C1CCC2O)C(CC4=C3C=CC(=C4)O)CCCCCCCCCS(=O)CCCC(C(F)(F)F)(F)F. Drug 2: C#CCC(CC1=CN=C2C(=N1)C(=NC(=N2)N)N)C3=CC=C(C=C3)C(=O)NC(CCC(=O)O)C(=O)O. Cell line: SF-295. Synergy scores: CSS=2.63, Synergy_ZIP=0.0616, Synergy_Bliss=0.902, Synergy_Loewe=-1.23, Synergy_HSA=-2.36. (3) Drug 1: C1=CC(=CC=C1CC(C(=O)O)N)N(CCCl)CCCl.Cl. Cell line: U251. Synergy scores: CSS=45.2, Synergy_ZIP=-9.01, Synergy_Bliss=-2.31, Synergy_Loewe=0.0579, Synergy_HSA=0.906. Drug 2: C1=CC(=CC=C1CCCC(=O)O)N(CCCl)CCCl. (4) Drug 1: CNC(=O)C1=CC=CC=C1SC2=CC3=C(C=C2)C(=NN3)C=CC4=CC=CC=N4. Drug 2: CCCS(=O)(=O)NC1=C(C(=C(C=C1)F)C(=O)C2=CNC3=C2C=C(C=N3)C4=CC=C(C=C4)Cl)F. Cell line: MCF7. Synergy scores: CSS=-0.831, Synergy_ZIP=-0.926, Synergy_Bliss=1.66, Synergy_Loewe=-4.81, Synergy_HSA=-0.450.